This data is from Catalyst prediction with 721,799 reactions and 888 catalyst types from USPTO. The task is: Predict which catalyst facilitates the given reaction. (1) Reactant: [CH3:1][N:2]([CH3:35])[C@H:3]1[C@H:20]2[C@:7]([OH:29])([C:8]([OH:28])=[C:9]3[C@H:18]([CH2:19]2)[CH2:17][C:16]2[C:11](=[C:12]([OH:26])[CH:13]=[CH:14][C:15]=2[O:21][C:22]([F:25])([F:24])[F:23])[C:10]3=[O:27])[C:6](=[O:30])[C:5]([C:31]([NH2:33])=[O:32])=[C:4]1[OH:34].[N+:36]([O-])([OH:38])=[O:37].C(OCC)C. Product: [CH3:1][N:2]([CH3:35])[C@H:3]1[C@H:20]2[C@:7]([OH:29])([C:8]([OH:28])=[C:9]3[C@H:18]([CH2:19]2)[CH2:17][C:16]2[C:11](=[C:12]([OH:26])[C:13]([N+:36]([O-:38])=[O:37])=[CH:14][C:15]=2[O:21][C:22]([F:23])([F:24])[F:25])[C:10]3=[O:27])[C:6](=[O:30])[C:5]([C:31]([NH2:33])=[O:32])=[C:4]1[OH:34]. The catalyst class is: 65. (2) Reactant: [F:1][C:2]1([F:27])[CH2:7][CH2:6][CH:5]([CH2:8][C@H:9]2[CH2:14][C@@H:13]([C:15](=[O:22])[CH2:16][C:17](OCC)=[O:18])[CH2:12][CH2:11][N:10]2[C:23]([O:25][CH3:26])=[O:24])[CH2:4][CH2:3]1.[OH-].[Na+].[NH2:30]O.Cl. Product: [F:1][C:2]1([F:27])[CH2:7][CH2:6][CH:5]([CH2:8][C@H:9]2[CH2:14][C@@H:13]([C:15]3[O:22][NH:30][C:17](=[O:18])[CH:16]=3)[CH2:12][CH2:11][N:10]2[C:23]([O:25][CH3:26])=[O:24])[CH2:4][CH2:3]1. The catalyst class is: 24. (3) Reactant: [CH3:1][O:2][C:3](=[O:13])[CH2:4][CH2:5][CH2:6][CH2:7][CH2:8][CH2:9][CH2:10][CH2:11][OH:12].[Cr](Cl)([O-])(=O)=O.[NH+]1C=CC=CC=1. Product: [CH3:1][O:2][C:3](=[O:13])[CH2:4][CH2:5][CH2:6][CH2:7][CH2:8][CH2:9][CH2:10][CH:11]=[O:12]. The catalyst class is: 2.